Dataset: Forward reaction prediction with 1.9M reactions from USPTO patents (1976-2016). Task: Predict the product of the given reaction. (1) Given the reactants [F:1][C:2]1[CH:7]=[C:6]([F:8])[CH:5]=[CH:4][C:3]=1[CH2:9][C:10]([OH:12])=O.N1(O)C2C=CC=CC=2N=N1.Cl.C(N=C=NCCCN(C)C)C.C(N(CC)CC)C.[N:42]1([C:48]([O:50][C:51]([CH3:54])([CH3:53])[CH3:52])=[O:49])[CH2:47][CH2:46][NH:45][CH2:44][CH2:43]1.C([O-])(O)=O.[Na+], predict the reaction product. The product is: [F:1][C:2]1[CH:7]=[C:6]([F:8])[CH:5]=[CH:4][C:3]=1[CH2:9][C:10]([N:45]1[CH2:44][CH2:43][N:42]([C:48]([O:50][C:51]([CH3:54])([CH3:53])[CH3:52])=[O:49])[CH2:47][CH2:46]1)=[O:12]. (2) Given the reactants [OH:1][C:2]1[CH:7]=[C:6]([O:8][CH:9]2[CH2:14][CH2:13][CH2:12][CH2:11][O:10]2)[CH:5]=[CH:4][C:3]=1[C:15](=[O:30])[CH2:16][C:17]1[CH:22]=[CH:21][C:20]([O:23][CH:24]2[CH2:29][CH2:28][CH2:27][CH2:26][O:25]2)=[CH:19][CH:18]=1.[OH:31][C:32]1[CH:39]=[CH:38][C:35]([CH:36]=O)=[CH:34][CH:33]=1.[NH:40]1[CH2:45][CH2:44][CH2:43][CH2:42][CH2:41]1.O.[C:47]1(C)C=CC=C[CH:48]=1, predict the reaction product. The product is: [N:40]1([CH2:47][CH2:48][O:31][C:32]2[CH:39]=[CH:38][C:35]([CH:36]3[CH:16]([C:17]4[CH:22]=[CH:21][C:20]([O:23][CH:24]5[CH2:29][CH2:28][CH2:27][CH2:26][O:25]5)=[CH:19][CH:18]=4)[C:15](=[O:30])[C:3]4[CH:4]=[CH:5][C:6]([O:8][CH:9]5[CH2:14][CH2:13][CH2:12][CH2:11][O:10]5)=[CH:7][C:2]=4[O:1]3)=[CH:34][CH:33]=2)[CH2:45][CH2:44][CH2:43][CH2:42][CH2:41]1. (3) Given the reactants [CH3:1][C:2]1[N:6]([CH:7]([CH3:9])[CH3:8])[C:5]([C:10]2[CH:15]=[CH:14][N:13]=[C:12]([NH:16][CH:17]3[CH2:22][CH2:21][N:20]([S:23]([CH2:26]CCN4CCCC4)(=[O:25])=[O:24])[CH2:19][CH2:18]3)[N:11]=2)=[CH:4][N:3]=1.OC(C(F)(F)F)=O.CS(N1CCC(N)CC1)(=O)=O.CCN(C(C)C)C(C)C.C(=O)(O)[O-], predict the reaction product. The product is: [CH3:1][C:2]1[N:6]([CH:7]([CH3:9])[CH3:8])[C:5]([C:10]2[CH:15]=[CH:14][N:13]=[C:12]([NH:16][CH:17]3[CH2:18][CH2:19][N:20]([S:23]([CH3:26])(=[O:25])=[O:24])[CH2:21][CH2:22]3)[N:11]=2)=[CH:4][N:3]=1. (4) Given the reactants [CH3:1][O:2][C:3]1[CH:8]=[CH:7][C:6]([C:9]2[N:10]=[C:11]3[CH:16]=[CH:15][C:14]([CH3:17])=[CH:13][N:12]3[CH:18]=2)=[CH:5][CH:4]=1.C1(C)C=CC=CC=1.[C:26]([O:30][CH2:31][CH3:32])(=[O:29])[CH:27]=[O:28].O.C1(C)C=CC(S(O)(=O)=O)=CC=1, predict the reaction product. The product is: [CH2:31]([O:30][C:26](=[O:29])[CH:27]([OH:28])[C:18]1[N:12]2[CH:13]=[C:14]([CH3:17])[CH:15]=[CH:16][C:11]2=[N:10][C:9]=1[C:6]1[CH:5]=[CH:4][C:3]([O:2][CH3:1])=[CH:8][CH:7]=1)[CH3:32]. (5) The product is: [N+:1]([C:4]1[CH:8]=[CH:7][N:6]([CH2:12][CH2:13][C:14]2[CH:19]=[CH:18][CH:17]=[CH:16][CH:15]=2)[N:5]=1)([O-:3])=[O:2]. Given the reactants [N+:1]([C:4]1[CH:8]=[CH:7][NH:6][N:5]=1)([O-:3])=[O:2].[H-].[Na+].Br[CH2:12][CH2:13][C:14]1[CH:19]=[CH:18][CH:17]=[CH:16][CH:15]=1, predict the reaction product. (6) Given the reactants C1C=CC2N(O)N=NC=2C=1.CCN(C(C)C)C(C)C.[N+:20]([C:23]1[CH:31]=[CH:30][C:26]([C:27]([OH:29])=O)=[CH:25][CH:24]=1)([O-:22])=[O:21].CCN=C=NCCCN(C)C.Cl.[C:44]([NH:47][NH2:48])(=[O:46])[CH3:45], predict the reaction product. The product is: [C:44]([NH:47][NH:48][C:27](=[O:29])[C:26]1[CH:25]=[CH:24][C:23]([N+:20]([O-:22])=[O:21])=[CH:31][CH:30]=1)(=[O:46])[CH3:45]. (7) Given the reactants C(OC([N:8]1[C:16]2[C:11](=[CH:12][C:13]([O:17][CH2:18][C:19]3[CH:24]=[CH:23][CH:22]=[CH:21][CH:20]=3)=[CH:14][CH:15]=2)[C:10](I)=[N:9]1)=O)(C)(C)C.[C:26]1(/[CH:32]=[CH:33]/B(O)O)[CH:31]=[CH:30][CH:29]=[CH:28][CH:27]=1, predict the reaction product. The product is: [CH2:18]([O:17][C:13]1[CH:12]=[C:11]2[C:16](=[CH:15][CH:14]=1)[NH:8][N:9]=[C:10]2/[CH:33]=[CH:32]/[C:26]1[CH:31]=[CH:30][CH:29]=[CH:28][CH:27]=1)[C:19]1[CH:20]=[CH:21][CH:22]=[CH:23][CH:24]=1. (8) The product is: [Cl:16][C:17]1[N:18]([CH2:25][C@@:26]([CH3:29])([OH:27])[CH2:28][N:11]2[CH2:10][CH2:9][CH:8]([C:2]3[CH:7]=[CH:6][CH:5]=[CH:4][CH:3]=3)[CH2:13][CH2:12]2)[CH:19]=[C:20]([N+:22]([O-:24])=[O:23])[N:21]=1. Given the reactants Cl.[C:2]1([CH:8]2[CH2:13][CH2:12][NH:11][CH2:10][CH2:9]2)[CH:7]=[CH:6][CH:5]=[CH:4][CH:3]=1.[OH-].[Na+].[Cl:16][C:17]1[N:18]([CH2:25][C@:26]2([CH3:29])[CH2:28][O:27]2)[CH:19]=[C:20]([N+:22]([O-:24])=[O:23])[N:21]=1.CN(C=O)C, predict the reaction product.